Dataset: Full USPTO retrosynthesis dataset with 1.9M reactions from patents (1976-2016). Task: Predict the reactants needed to synthesize the given product. (1) Given the product [NH:1]1[C:5]2[CH:6]=[CH:7][CH:8]=[CH:9][C:4]=2[N:3]=[C:2]1[CH2:10][NH:11][C:12]1[C:21]2[C:20]([CH3:22])=[N:19][CH:18]=[N:17][C:16]=2[N:15]([OH:23])[C:14](=[O:31])[CH:13]=1, predict the reactants needed to synthesize it. The reactants are: [NH:1]1[C:5]2[CH:6]=[CH:7][CH:8]=[CH:9][C:4]=2[N:3]=[C:2]1[CH2:10][NH:11][C:12]1[C:21]2[C:20]([CH3:22])=[N:19][CH:18]=[N:17][C:16]=2[N:15]([O:23]CC2C=CC=CC=2)[C:14](=[O:31])[CH:13]=1.CO.[H][H]. (2) Given the product [N+:8]([C:5]1[CH:6]=[CH:7][C:2]([P:23](=[O:30])([O:27][CH2:28][CH3:29])[O:24][CH2:25][CH3:26])=[CH:3][CH:4]=1)([O-:10])=[O:9], predict the reactants needed to synthesize it. The reactants are: Br[C:2]1[CH:7]=[CH:6][C:5]([N+:8]([O-:10])=[O:9])=[CH:4][CH:3]=1.C1COCC1.C(N(CC)CC)C.[P:23]([O-:30])([O:27][CH2:28][CH3:29])[O:24][CH2:25][CH3:26]. (3) Given the product [CH2:6]([NH:13][C:14]([NH:16][C@H:17]1[CH2:25][C@H:24]2[C@:20]([C:26]3[CH:31]=[CH:30][C:29]([O:32][CH3:33])=[C:28]([O:34][CH3:35])[CH:27]=3)([CH2:21][CH2:22][N:23]2[CH2:42][C:38]2[CH:37]=[N:36][CH:41]=[CH:40][CH:39]=2)[CH2:19][CH2:18]1)=[S:15])[C:7]1[CH:12]=[CH:11][CH:10]=[CH:9][CH:8]=1, predict the reactants needed to synthesize it. The reactants are: N1CCCC1.[CH2:6]([NH:13][C:14]([NH:16][C@H:17]1[CH2:25][C@H:24]2[C@:20]([C:26]3[CH:31]=[CH:30][C:29]([O:32][CH3:33])=[C:28]([O:34][CH3:35])[CH:27]=3)([CH2:21][CH2:22][NH:23]2)[CH2:19][CH2:18]1)=[S:15])[C:7]1[CH:12]=[CH:11][CH:10]=[CH:9][CH:8]=1.[N:36]1[CH:41]=[CH:40][CH:39]=[C:38]([CH:42]=O)[CH:37]=1.